From a dataset of Catalyst prediction with 721,799 reactions and 888 catalyst types from USPTO. Predict which catalyst facilitates the given reaction. (1) Reactant: [Cl:1][C:2]1[CH:3]=[C:4]([CH:10]([C:27]([F:30])([F:29])[F:28])/[CH:11]=[CH:12]/[C:13]2[CH:21]=[CH:20][C:16]([C:17](O)=[O:18])=[C:15]([O:22][C:23]([F:26])([F:25])[F:24])[CH:14]=2)[CH:5]=[C:6]([Cl:9])[C:7]=1[F:8].[NH2:31][CH2:32][C:33]([NH:35][CH2:36][C:37]([F:40])([F:39])[F:38])=[O:34].C1CN([P+](ON2N=NC3C=CC=CC2=3)(N2CCCC2)N2CCCC2)CC1.F[P-](F)(F)(F)(F)F.CCN(C(C)C)C(C)C. Product: [Cl:1][C:2]1[CH:3]=[C:4]([CH:10]([C:27]([F:30])([F:29])[F:28])/[CH:11]=[CH:12]/[C:13]2[CH:21]=[CH:20][C:16]([C:17]([NH:31][CH2:32][C:33](=[O:34])[NH:35][CH2:36][C:37]([F:40])([F:39])[F:38])=[O:18])=[C:15]([O:22][C:23]([F:24])([F:25])[F:26])[CH:14]=2)[CH:5]=[C:6]([Cl:9])[C:7]=1[F:8]. The catalyst class is: 34. (2) Reactant: F[C:2]1[CH:3]=[C:4]2[C:9](=[C:10]([F:12])[CH:11]=1)[C:8](=[O:13])[NH:7][CH2:6][CH2:5]2.[C:14](#[N:18])[CH:15]([CH3:17])[CH3:16].C[Si]([N-][Si](C)(C)C)(C)C.[K+]. Product: [F:12][C:10]1[CH:11]=[C:2]([C:15]([CH3:17])([CH3:16])[C:14]#[N:18])[CH:3]=[C:4]2[C:9]=1[C:8](=[O:13])[NH:7][CH2:6][CH2:5]2. The catalyst class is: 7. (3) Reactant: Cl[CH:2]([CH3:5])[C:3]#[N:4].N(C(C)(C)C#N)=NC(C)(C)C#N.[CH2:18]=[CH:19][C:20](=[CH2:22])[CH3:21].C(#N)C=C. Product: [CH2:18]=[CH:19][C:20](=[CH2:21])[CH3:22].[C:3](#[N:4])[CH:2]=[CH2:5]. The catalyst class is: 11. (4) Reactant: [CH2:1]([O:8][CH2:9][CH:10]([CH3:29])[CH:11]([OH:28])[CH:12]([CH3:27])[C:13](=[O:26])[C:14]([CH3:25])([CH3:24])[CH:15]([O:20][CH:21]([CH3:23])[CH3:22])[O:16][CH:17]([CH3:19])[CH3:18])[C:2]1[CH:7]=[CH:6][CH:5]=[CH:4][CH:3]=1.N1C=CC=CC=1.Cl[C:37]([O:39][CH2:40][C:41]([Cl:44])([Cl:43])[Cl:42])=[O:38]. Product: [Cl:42][C:41]([Cl:44])([Cl:43])[CH2:40][O:39][C:37](=[O:38])[O:28][CH:11]([CH:10]([CH3:29])[CH2:9][O:8][CH2:1][C:2]1[CH:3]=[CH:4][CH:5]=[CH:6][CH:7]=1)[CH:12]([CH3:27])[C:13](=[O:26])[C:14]([CH3:24])([CH3:25])[CH:15]([O:20][CH:21]([CH3:22])[CH3:23])[O:16][CH:17]([CH3:19])[CH3:18]. The catalyst class is: 2. (5) Reactant: [C:1]1([P:7]([C:20]2[CH:25]=[CH:24][CH:23]=[CH:22][CH:21]=2)([C:14]2[CH:19]=[CH:18][CH:17]=[CH:16][CH:15]=2)=[CH:8][C:9]([O:11][CH2:12][CH3:13])=[O:10])[CH:6]=[CH:5][CH:4]=[CH:3][CH:2]=1.[CH:26]1([C:29](Cl)=[O:30])[CH2:28][CH2:27]1.C/C(/O[Si](C)(C)C)=N\[Si](C)(C)C.O. Product: [CH:26]1([C:29](=[O:30])[C:8](=[P:7]([C:20]2[CH:25]=[CH:24][CH:23]=[CH:22][CH:21]=2)([C:1]2[CH:2]=[CH:3][CH:4]=[CH:5][CH:6]=2)[C:14]2[CH:15]=[CH:16][CH:17]=[CH:18][CH:19]=2)[C:9]([O:11][CH2:12][CH3:13])=[O:10])[CH2:28][CH2:27]1. The catalyst class is: 4. (6) The catalyst class is: 61. Reactant: F[P-](F)(F)(F)(F)F.N1(O[P+](N(C)C)(N(C)C)N(C)C)C2C=CC=CC=2N=N1.[NH2:28][C@H:29]1[CH2:34][CH2:33][C@H:32]([NH:35][C:36]2[CH:37]=[C:38]([NH:62][CH:63]3[CH2:65][CH2:64]3)[C:39]3[N:40]([C:42]([C:45]([NH:47][C:48]4[CH:53]=[C:52]([O:54]CC5C=CC=CC=5)[N:51]=[CH:50][N:49]=4)=[O:46])=[CH:43][N:44]=3)[N:41]=2)[CH2:31][CH2:30]1.CCN(C(C)C)C(C)C.C(OC([NH:82][C@H:83]([CH3:87])[C:84](O)=[O:85])=O)(C)(C)C.C(O)(C(F)(F)F)=O. Product: [NH2:82][C@@H:83]([C:84]([NH:28][C@H:29]1[CH2:34][CH2:33][C@H:32]([NH:35][C:36]2[CH:37]=[C:38]([NH:62][CH:63]3[CH2:64][CH2:65]3)[C:39]3[N:40]([C:42]([C:45]([NH:47][C:48]4[N:49]=[CH:50][NH:51][C:52](=[O:54])[CH:53]=4)=[O:46])=[CH:43][N:44]=3)[N:41]=2)[CH2:31][CH2:30]1)=[O:85])[CH3:87]. (7) Reactant: [F:1][C:2]1[CH:10]=[CH:9][CH:8]=[C:7]2[C:3]=1[CH:4]=[C:5]([C:11]1[N:16]=[C:15]([C:17]3[C:18]([N:37]([CH3:42])[S:38]([CH3:41])(=[O:40])=[O:39])=[CH:19][C:20]4[O:24][C:23]([C:25]5[CH:30]=[CH:29][C:28]([F:31])=[CH:27][CH:26]=5)=[C:22]([C:32]([NH:34][CH3:35])=[O:33])[C:21]=4[CH:36]=3)[CH:14]=[CH:13][C:12]=1[CH:43]=[CH:44][CH2:45][CH2:46][OH:47])[NH:6]2. Product: [F:1][C:2]1[C:3]2[CH:4]=[C:5]3[C:11]4[N:16]=[C:15]([C:17]5[C:18]([N:37]([CH3:42])[S:38]([CH3:41])(=[O:40])=[O:39])=[CH:19][C:20]6[O:24][C:23]([C:25]7[CH:30]=[CH:29][C:28]([F:31])=[CH:27][CH:26]=7)=[C:22]([C:32]([NH:34][CH3:35])=[O:33])[C:21]=6[CH:36]=5)[CH:14]=[CH:13][C:12]=4[CH2:43][CH:44]([CH2:45][CH2:46][OH:47])[N:6]3[C:7]=2[CH:8]=[CH:9][CH:10]=1. The catalyst class is: 287.